Dataset: Peptide-MHC class I binding affinity with 185,985 pairs from IEDB/IMGT. Task: Regression. Given a peptide amino acid sequence and an MHC pseudo amino acid sequence, predict their binding affinity value. This is MHC class I binding data. (1) The peptide sequence is MEVGNTVAF. The MHC is HLA-B40:01 with pseudo-sequence HLA-B40:01. The binding affinity (normalized) is 0.943. (2) The peptide sequence is RVYKNYDPR. The MHC is HLA-B35:01 with pseudo-sequence HLA-B35:01. The binding affinity (normalized) is 0.314. (3) The peptide sequence is ELDSNLYRI. The MHC is HLA-A02:01 with pseudo-sequence HLA-A02:01. The binding affinity (normalized) is 0.458. (4) The peptide sequence is NYILCYRKPH. The MHC is HLA-A33:01 with pseudo-sequence HLA-A33:01. The binding affinity (normalized) is 0.288. (5) The peptide sequence is SLVIVTTFV. The MHC is HLA-A11:01 with pseudo-sequence HLA-A11:01. The binding affinity (normalized) is 0.0540. (6) The peptide sequence is TTIGEWAFW. The MHC is HLA-A02:16 with pseudo-sequence HLA-A02:16. The binding affinity (normalized) is 0.0847.